This data is from Forward reaction prediction with 1.9M reactions from USPTO patents (1976-2016). The task is: Predict the product of the given reaction. (1) Given the reactants C([O:5][C:6](=[O:35])[CH2:7][N:8]1[C:12]2[CH:13]=[CH:14][C:15]([N:17]([CH2:28][CH:29]=[CH:30][CH3:31])[S:18]([C:21]3[CH:26]=[CH:25][C:24]([F:27])=[CH:23][CH:22]=3)(=[O:20])=[O:19])=[CH:16][C:11]=2[N:10]=[C:9]1[CH2:32][CH2:33][CH3:34])(C)(C)C.C(O)(C(F)(F)F)=O, predict the reaction product. The product is: [CH2:28]([N:17]([S:18]([C:21]1[CH:22]=[CH:23][C:24]([F:27])=[CH:25][CH:26]=1)(=[O:19])=[O:20])[C:15]1[CH:14]=[CH:13][C:12]2[N:8]([CH2:7][C:6]([OH:35])=[O:5])[C:9]([CH2:32][CH2:33][CH3:34])=[N:10][C:11]=2[CH:16]=1)[CH:29]=[CH:30][CH3:31]. (2) Given the reactants [OH:1]O.[Br:3][C:4]1[C:12]([CH3:13])=[C:11]2[C:7]([C:8](=[O:15])C(=O)[NH:10]2)=[CH:6][CH:5]=1.[OH-].[Na+], predict the reaction product. The product is: [NH2:10][C:11]1[C:12]([CH3:13])=[C:4]([Br:3])[CH:5]=[CH:6][C:7]=1[C:8]([OH:15])=[O:1]. (3) Given the reactants [CH3:1][C:2]1[CH:7]=[C:6]([C:8]([N:10]2[CH2:19][C:18]3[CH:17]=[N:16][N:15]([CH3:20])[C:14]=3[NH:13][C:12]3[CH:21]=[CH:22][CH:23]=[CH:24][C:11]2=3)=[O:9])[CH:5]=[CH:4][C:3]=1[CH2:25][CH2:26][C:27]([OH:29])=[O:28].[CH2:30]([O:37][C:38]([N:40]1[CH2:45][CH2:44][CH:43]([CH2:46]O)[CH2:42][CH2:41]1)=[O:39])[C:31]1[CH:36]=[CH:35][CH:34]=[CH:33][CH:32]=1.CCN(C(C)C)C(C)C, predict the reaction product. The product is: [CH2:30]([O:37][C:38]([N:40]1[CH2:45][CH2:44][CH:43]([CH2:46][O:28][C:27](=[O:29])[CH2:26][CH2:25][C:3]2[CH:4]=[CH:5][C:6]([C:8]([N:10]3[CH2:19][C:18]4[CH:17]=[N:16][N:15]([CH3:20])[C:14]=4[NH:13][C:12]4[CH:21]=[CH:22][CH:23]=[CH:24][C:11]3=4)=[O:9])=[CH:7][C:2]=2[CH3:1])[CH2:42][CH2:41]1)=[O:39])[C:31]1[CH:32]=[CH:33][CH:34]=[CH:35][CH:36]=1. (4) Given the reactants CO[C:3]([C:5]1[S:6][C:7]([C:13]2[CH:18]=[CH:17][C:16]([Cl:19])=[CH:15][CH:14]=2)=[CH:8][C:9]=1[CH2:10][CH2:11][OH:12])=O.O.C1(C)C=CC(S(O)(=O)=[O:28])=CC=1, predict the reaction product. The product is: [Cl:19][C:16]1[CH:17]=[CH:18][C:13]([C:7]2[S:6](=[O:28])[C:5]3[CH2:3][O:12][CH2:11][CH2:10][C:9]=3[CH:8]=2)=[CH:14][CH:15]=1. (5) Given the reactants Br[C:2]1[CH:3]=[C:4]2[C:9](=[CH:10][CH:11]=1)[N:8]=[CH:7][C:6]([C:12]([CH:14]1[CH2:16][CH2:15]1)=[O:13])=[C:5]2[NH:17][C:18]1[CH:23]=[CH:22][C:21]([C:24]([NH:27][C:28](=[O:34])[O:29][C:30]([CH3:33])([CH3:32])[CH3:31])([CH3:26])[CH3:25])=[CH:20][CH:19]=1.[Cl:35][C:36]1[CH:41]=[C:40](B2OC(C)(C)C(C)(C)O2)[CH:39]=[C:38]([Cl:51])[C:37]=1[OH:52], predict the reaction product. The product is: [CH:14]1([C:12]([C:6]2[CH:7]=[N:8][C:9]3[C:4]([C:5]=2[NH:17][C:18]2[CH:23]=[CH:22][C:21]([C:24]([NH:27][C:28](=[O:34])[O:29][C:30]([CH3:33])([CH3:31])[CH3:32])([CH3:25])[CH3:26])=[CH:20][CH:19]=2)=[CH:3][C:2]([C:40]2[CH:41]=[C:36]([Cl:35])[C:37]([OH:52])=[C:38]([Cl:51])[CH:39]=2)=[CH:11][CH:10]=3)=[O:13])[CH2:15][CH2:16]1. (6) Given the reactants [NH2:1][CH2:2][C:3]1[CH:8]=[CH:7][C:6]([OH:9])=[CH:5][C:4]=1[O:10][CH3:11].Br[CH2:13][CH2:14][CH2:15][CH2:16][CH2:17][CH2:18][OH:19].[CH3:20][C:21]1([CH3:34])[C@@H:23]2[CH2:24][C:25]3[C:29]([C@H:22]12)=[C:28]([CH3:30])[S:27][C:26]=3[C:31](O)=[O:32], predict the reaction product. The product is: [OH:19][CH2:18][CH2:17][CH2:16][CH2:15][CH2:14][CH2:13][O:9][C:6]1[CH:7]=[CH:8][C:3]([CH2:2][NH:1][C:31]([C:26]2[S:27][C:28]([CH3:30])=[C:29]3[C:25]=2[CH2:24][C@H:23]2[C:21]([CH3:34])([CH3:20])[C@H:22]23)=[O:32])=[C:4]([O:10][CH3:11])[CH:5]=1. (7) Given the reactants [CH3:1][S:2](Cl)(=[O:4])=[O:3].[N+:6]([C:9]1[CH:10]=[C:11]2[C:17](=[CH:18][CH:19]=1)[CH:16]1[O:20][CH:12]2[CH2:13][NH:14][CH2:15]1)([O-:8])=[O:7].C(=O)([O-])[O-].[K+].[K+], predict the reaction product. The product is: [CH3:1][S:2]([N:14]1[CH2:13][CH:12]2[O:20][CH:16]([C:17]3[C:11]2=[CH:10][C:9]([N+:6]([O-:8])=[O:7])=[CH:19][CH:18]=3)[CH2:15]1)(=[O:4])=[O:3].